The task is: Predict which catalyst facilitates the given reaction.. This data is from Catalyst prediction with 721,799 reactions and 888 catalyst types from USPTO. (1) Reactant: [Br-].[O:2]1[CH2:6][CH2:5][O:4][CH:3]1[CH2:7][CH2:8][P+](C1C=CC=CC=1)(C1C=CC=CC=1)C1C=CC=CC=1.C[Si]([N-][Si](C)(C)C)(C)C.[Na+].[N:38]1[C:47]2[C:42](=[CH:43][CH:44]=[CH:45][CH:46]=2)[C:41]([CH:48]=O)=[CH:40][CH:39]=1.C1CCN2C(=NCCC2)CC1. Product: [O:4]1[CH2:5][CH2:6][O:2][CH:3]1[CH2:7][CH2:8][CH2:48][C:41]1[C:42]2[C:47](=[CH:46][CH:45]=[CH:44][CH:43]=2)[N:38]=[CH:39][CH:40]=1. The catalyst class is: 1. (2) Reactant: [Cu][C:2]#[N:3].N(OC(C)(C)C)=O.N[C:12]1[C:13]([CH3:31])=[CH:14][C:15]([NH:22][C:23]([C:25]2[S:26][C:27]([Cl:30])=[CH:28][CH:29]=2)=[O:24])=[C:16]([CH:21]=1)[C:17]([O:19][CH3:20])=[O:18].C(#N)C. Product: [Cl:30][C:27]1[S:26][C:25]([C:23]([NH:22][C:15]2[CH:14]=[C:13]([CH3:31])[C:12]([C:2]#[N:3])=[CH:21][C:16]=2[C:17]([O:19][CH3:20])=[O:18])=[O:24])=[CH:29][CH:28]=1. The catalyst class is: 16. (3) Reactant: C[CH2:2][O:3][C:4]([C:6]([C:19]#[N:20])=NOC(N1CCOCC1)=[N+](C)C)=O.F[P-](F)(F)(F)(F)F.[CH3:28][CH2:29]N(C(C)C)C(C)C.[F:37][C:38]1[CH:43]=[CH:42][C:41]([C:44]2[C:45](=[O:58])[C:46]([C:55]([OH:57])=O)=[CH:47][N:48]([CH2:50][C:51]([F:54])([F:53])[F:52])[CH:49]=2)=[CH:40][CH:39]=1.CC1(C)C(C)(C)OB([C:67]2[CH:73]=[CH:72][C:70]([NH2:71])=[CH:69][CH:68]=2)O1.C[N:76](C=O)C. Product: [NH2:76][C:19]1[C:6]([C:67]2[CH:68]=[CH:69][C:70]([NH:71][C:55]([C:46]3[C:45](=[O:58])[C:44]([C:41]4[CH:42]=[CH:43][C:38]([F:37])=[CH:39][CH:40]=4)=[CH:49][N:48]([CH2:50][C:51]([F:53])([F:54])[F:52])[CH:47]=3)=[O:57])=[CH:72][CH:73]=2)=[C:4]([O:3][CH3:2])[CH:29]=[CH:28][N:20]=1. The catalyst class is: 6. (4) Reactant: [OH:1][CH:2]1[C:11]2[C:6]3=[C:7]([C:12]([C:14]4[C:15](=[O:29])[NH:16][C:17](=[O:28])[C:18]=4[C:19]4[C:27]5[C:22](=[CH:23][CH:24]=[CH:25][CH:26]=5)[NH:21][CH:20]=4)=[CH:13][N:5]3[CH2:4][CH2:3]1)[CH:8]=[CH:9][CH:10]=2.[Mg]. Product: [OH:1][CH:2]1[C:11]2[C:6]3=[C:7]([C:12]([C@H:14]4[C@H:18]([C:19]5[C:27]6[C:22](=[CH:23][CH:24]=[CH:25][CH:26]=6)[NH:21][CH:20]=5)[C:17](=[O:28])[NH:16][C:15]4=[O:29])=[CH:13][N:5]3[CH2:4][CH2:3]1)[CH:8]=[CH:9][CH:10]=2. The catalyst class is: 5. (5) Reactant: C([N:8]1[CH2:13][CH2:12][N:11]([CH2:14][CH2:15][N:16]2[CH2:20][C:19]3=[CH:21][N:22]=[C:23]([CH3:24])[N:18]3[C:17]2=[O:25])[CH2:10][CH2:9]1)C1C=CC=CC=1.Cl. Product: [CH3:24][C:23]1[N:18]2[C:17](=[O:25])[N:16]([CH2:15][CH2:14][N:11]3[CH2:10][CH2:9][NH:8][CH2:13][CH2:12]3)[CH2:20][C:19]2=[CH:21][N:22]=1. The catalyst class is: 352. (6) Reactant: [NH2:1][CH2:2][C:3]([OH:5])=[O:4].C(=O)([O-])[O-].[K+].[K+].[S:12]1[CH:16]=[CH:15][CH:14]=[C:13]1[C:17](Cl)=[O:18]. Product: [S:12]1[CH:16]=[CH:15][CH:14]=[C:13]1[C:17]([NH:1][CH2:2][C:3]([OH:5])=[O:4])=[O:18]. The catalyst class is: 6. (7) Reactant: C(OC(C1C=C([C:12]2[CH:17]=[CH:16][C:15]([CH2:18][S:19][CH2:20][CH2:21][O:22][C:23]3[CH:28]=[CH:27][CH:26]=[CH:25][CH:24]=3)=[CH:14][CH:13]=2)C=CC=1)=O)C.[CH2:29]([O:31][C:32]([C:34]1[CH:39]=[CH:38][C:37](C2C=CC(CSCCO)=CC=2)=[CH:36][CH:35]=1)=[O:33])[CH3:30].C1(O)C=CC=CC=1.C1(P(C2C=CC=CC=2)C2C=CC=CC=2)C=CC=CC=1. Product: [CH2:29]([O:31][C:32]([C:34]1[CH:39]=[CH:38][C:37]([C:12]2[CH:17]=[CH:16][C:15]([CH2:18][S:19][CH2:20][CH2:21][O:22][C:23]3[CH:28]=[CH:27][CH:26]=[CH:25][CH:24]=3)=[CH:14][CH:13]=2)=[CH:36][CH:35]=1)=[O:33])[CH3:30]. The catalyst class is: 1. (8) Product: [Cl:1][C:2]1[CH:3]=[CH:4][C:5]([CH:8]([CH3:11])[CH2:9][NH:10][C:19](=[O:20])[O:21][C:22]([CH3:25])([CH3:24])[CH3:23])=[N:6][CH:7]=1. The catalyst class is: 5. Reactant: [Cl:1][C:2]1[CH:3]=[CH:4][C:5]([CH:8]([CH3:11])[C:9]#[N:10])=[N:6][CH:7]=1.O.O.O.O.O.O.[Cl-].[C:19](O[C:19]([O:21][C:22]([CH3:25])([CH3:24])[CH3:23])=[O:20])([O:21][C:22]([CH3:25])([CH3:24])[CH3:23])=[O:20].[BH4-].[Na+].Cl.